Dataset: Catalyst prediction with 721,799 reactions and 888 catalyst types from USPTO. Task: Predict which catalyst facilitates the given reaction. Reactant: FC(F)(F)[C:3]1[CH:4]=[C:5]([CH:27]=[C:28]([C:30]([F:33])([F:32])[F:31])[CH:29]=1)[CH2:6][N:7]([C:20]1[N:25]=[CH:24][C:23]([Br:26])=[CH:22][N:21]=1)[CH2:8][C:9]1[CH:14]=[C:13]([C:15]([F:18])([F:17])[F:16])[CH:12]=[CH:11][C:10]=1F.[CH2:36]([O:38]C(=O)NCC)[CH3:37].[H-].[Na+].O. Product: [F:32][C:30]([F:33])([F:31])[C:28]1[CH:27]=[C:5]([CH:4]=[C:3]([C:15]([F:18])([F:17])[F:16])[CH:29]=1)[CH2:6][N:7]([C:20]1[N:25]=[CH:24][C:23]([Br:26])=[CH:22][N:21]=1)[CH2:8][C:9]1[CH:14]=[C:13]([C:15]([F:16])([F:18])[F:17])[CH:12]=[CH:11][C:10]=1[O:38][CH2:36][CH3:37]. The catalyst class is: 54.